Dataset: Full USPTO retrosynthesis dataset with 1.9M reactions from patents (1976-2016). Task: Predict the reactants needed to synthesize the given product. (1) Given the product [NH2:25][C:21]1[C:18]2[C:19](=[O:20])[N:13]([C:10]3[CH:9]=[CH:8][C:7]([C:42]4[CH:41]=[CH:40][C:32]([CH2:33][N:34]([CH3:39])[S:35]([CH3:38])(=[O:37])=[O:36])=[CH:31][C:30]=4[Cl:29])=[CH:12][CH:11]=3)[CH2:14][C@@H:15]([CH3:26])[O:16][C:17]=2[N:24]=[CH:23][N:22]=1, predict the reactants needed to synthesize it. The reactants are: FC(F)(F)S(O[C:7]1[CH:12]=[CH:11][C:10]([N:13]2[C:19](=[O:20])[C:18]3[C:21]([NH2:25])=[N:22][CH:23]=[N:24][C:17]=3[O:16][C@H:15]([CH3:26])[CH2:14]2)=[CH:9][CH:8]=1)(=O)=O.[Cl:29][C:30]1[CH:31]=[C:32]([CH:40]=[CH:41][C:42]=1B1OC(C)(C)C(C)(C)O1)[CH2:33][N:34]([CH3:39])[S:35]([CH3:38])(=[O:37])=[O:36]. (2) Given the product [O:27]1[C:26]2[CH:30]=[CH:31][C:23]([C:16]3[C:17]([O:21][CH3:22])=[N:18][N:19]([CH3:20])[C:15]=3[NH:14][S:10]([C:7]3[CH:8]=[CH:9][C:4]([CH:1]([CH3:3])[CH3:2])=[CH:5][CH:6]=3)(=[O:12])=[O:11])=[CH:24][C:25]=2[O:29][CH2:28]1, predict the reactants needed to synthesize it. The reactants are: [CH:1]([C:4]1[CH:9]=[CH:8][C:7]([S:10](Cl)(=[O:12])=[O:11])=[CH:6][CH:5]=1)([CH3:3])[CH3:2].[NH2:14][C:15]1[N:19]([CH3:20])[N:18]=[C:17]([O:21][CH3:22])[C:16]=1[C:23]1[CH:31]=[CH:30][C:26]2[O:27][CH2:28][O:29][C:25]=2[CH:24]=1.CN(C1C=CC=CN=1)C. (3) The reactants are: [CH3:1][C:2]12[CH2:12][CH:6]3[CH2:7][C:8]([CH3:11])([CH2:10][C:4](O)([CH2:5]3)[CH2:3]1)[CH2:9]2.[C:14](#[N:16])[CH3:15].C1(C)C=CC=CC=1.C1(C)C=CC(S(O)(=O)=[O:31])=CC=1. Given the product [C:14]([NH:16][C:4]12[CH2:10][C:8]3([CH3:11])[CH2:7][CH:6]([CH2:12][C:2]([CH3:1])([CH2:9]3)[CH2:3]1)[CH2:5]2)(=[O:31])[CH3:15], predict the reactants needed to synthesize it. (4) Given the product [C:1]([O:4][CH:5]1[C:9]2=[N:10][CH:11]=[C:12]([NH:28][C:52]([C:38]3[N:39]=[C:40]([C:42]4[C:47]([F:48])=[CH:46][CH:45]=[C:44]([O:49][CH3:50])[C:43]=4[F:51])[S:41][C:37]=3[NH:36][C:34]([O:33][C:29]([CH3:32])([CH3:31])[CH3:30])=[O:35])=[O:53])[C:13]([N:14]3[CH2:19][CH2:18][CH2:17][C@H:16]([NH:20][C:21]([O:23][C:24]([CH3:27])([CH3:26])[CH3:25])=[O:22])[CH2:15]3)=[C:8]2[CH2:7][CH2:6]1)(=[O:3])[CH3:2], predict the reactants needed to synthesize it. The reactants are: [C:1]([O:4][CH:5]1[C:9]2=[N:10][CH:11]=[C:12]([NH2:28])[C:13]([N:14]3[CH2:19][CH2:18][CH2:17][C@H:16]([NH:20][C:21]([O:23][C:24]([CH3:27])([CH3:26])[CH3:25])=[O:22])[CH2:15]3)=[C:8]2[CH2:7][CH2:6]1)(=[O:3])[CH3:2].[C:29]([O:33][C:34]([NH:36][C:37]1[S:41][C:40]([C:42]2[C:47]([F:48])=[CH:46][CH:45]=[C:44]([O:49][CH3:50])[C:43]=2[F:51])=[N:39][C:38]=1[C:52](O)=[O:53])=[O:35])([CH3:32])([CH3:31])[CH3:30].CN(C(ON1N=NC2C=CC=NC1=2)=[N+](C)C)C.F[P-](F)(F)(F)(F)F.CCN(C(C)C)C(C)C. (5) Given the product [C:1]([O:5][C:6]([NH:8][CH2:9][C:10]1[CH:11]=[CH:12][C:13]([C:14]([NH:52][CH2:53][C:54]2[CH:66]=[CH:65][C:57]([O:58][CH2:59][C:60]([O:62][CH2:63][CH3:64])=[O:61])=[CH:56][CH:55]=2)=[O:16])=[CH:17][CH:18]=1)=[O:7])([CH3:2])([CH3:3])[CH3:4], predict the reactants needed to synthesize it. The reactants are: [C:1]([O:5][C:6]([NH:8][CH2:9][C:10]1[CH:18]=[CH:17][C:13]([C:14]([OH:16])=O)=[CH:12][CH:11]=1)=[O:7])([CH3:4])([CH3:3])[CH3:2].CCN(C(C)C)C(C)C.CN(C(ON1N=NC2C=CC=NC1=2)=[N+](C)C)C.F[P-](F)(F)(F)(F)F.[NH2:52][CH2:53][C:54]1[CH:66]=[CH:65][C:57]([O:58][CH2:59][C:60]([O:62][CH2:63][CH3:64])=[O:61])=[CH:56][CH:55]=1. (6) Given the product [CH:5]1[C:4]2[C:13]3[C:12](=[C:17]4[C:16](=[CH:15][CH:14]=3)[S:20][CH:19]=[N:18]4)[NH:11][S:8](=[O:10])(=[O:9])[C:3]=2[CH:2]=[CH:7][CH:6]=1, predict the reactants needed to synthesize it. The reactants are: N[C:2]1[CH:7]=[CH:6][CH:5]=[CH:4][C:3]=1[S:8]([NH:11][C:12]1[C:17]2[N:18]=[CH:19][S:20][C:16]=2[CH:15]=[CH:14][CH:13]=1)(=[O:10])=[O:9].N(OC(C)(C)C)=O.CC(O)=O. (7) Given the product [CH:1]1([O:6][CH2:10][C:11]([O:13][CH2:14][CH3:15])=[O:12])[CH2:5][CH2:4][CH2:3][CH2:2]1, predict the reactants needed to synthesize it. The reactants are: [CH:1]1([OH:6])[CH2:5][CH2:4][CH2:3][CH2:2]1.[H-].[Na+].Br[CH2:10][C:11]([O:13][CH2:14][CH3:15])=[O:12]. (8) Given the product [Cl:27][C:28]1[CH:41]=[CH:40][C:31]2[N:32]([CH:37]([CH3:39])[CH3:38])[C:33]([CH2:35][C:9]3[C:10](=[O:12])[O:11][C:6]([CH:1]4[CH2:5][CH2:4][CH2:3][CH2:2]4)([CH2:14][CH2:15][C:16]4[CH:21]=[CH:20][C:19]([O:22][CH:23]([CH3:24])[CH3:25])=[C:18]([F:26])[CH:17]=4)[CH2:7][C:8]=3[OH:13])=[N:34][C:30]=2[CH:29]=1, predict the reactants needed to synthesize it. The reactants are: [CH:1]1([C:6]2([CH2:14][CH2:15][C:16]3[CH:21]=[CH:20][C:19]([O:22][CH:23]([CH3:25])[CH3:24])=[C:18]([F:26])[CH:17]=3)[O:11][C:10](=[O:12])[CH2:9][C:8](=[O:13])[CH2:7]2)[CH2:5][CH2:4][CH2:3][CH2:2]1.[Cl:27][C:28]1[CH:41]=[CH:40][C:31]2[N:32]([CH:37]([CH3:39])[CH3:38])[C:33]([CH:35]=O)=[N:34][C:30]=2[CH:29]=1.[Al+3].[Cl-].[Cl-].[Cl-]. (9) Given the product [C:13]([C:3]1[CH:4]=[C:5]([CH:10]=[CH:11][C:2]=1[OH:1])[C:6]([O:8][CH3:9])=[O:7])#[N:14], predict the reactants needed to synthesize it. The reactants are: [OH:1][C:2]1[CH:11]=[CH:10][C:5]([C:6]([O:8][CH3:9])=[O:7])=[CH:4][C:3]=1I.[CH3:13][N:14](C(ON1N=NC2C=CC=CC1=2)=[N+](C)C)C.F[P-](F)(F)(F)(F)F.C1C=CC2N(O)N=NC=2C=1.Cl.CNOC.CCN(C(C)C)C(C)C. (10) The reactants are: [C:1]([C:3]1[C:4]([C:9]2[CH:14]=[CH:13][CH:12]=[CH:11][CH:10]=2)=[N:5][O:6][C:7]=1[CH3:8])#[CH:2].[Cl:15][C:16]1[CH:21]=[CH:20][CH:19]=[C:18](I)[N:17]=1. Given the product [Cl:15][C:16]1[CH:21]=[CH:20][CH:19]=[C:18]([C:2]#[C:1][C:3]2[C:4]([C:9]3[CH:14]=[CH:13][CH:12]=[CH:11][CH:10]=3)=[N:5][O:6][C:7]=2[CH3:8])[N:17]=1, predict the reactants needed to synthesize it.